Dataset: Forward reaction prediction with 1.9M reactions from USPTO patents (1976-2016). Task: Predict the product of the given reaction. (1) Given the reactants Br[C:2]1[CH:7]=[CH:6][CH:5]=[CH:4][C:3]=1[N+:8]([O-:10])=[O:9].C([O-])(=O)C.[Na+].[Br:16][C:17]1[CH:23]=[CH:22][C:20]([NH2:21])=[CH:19][CH:18]=1, predict the reaction product. The product is: [Br:16][C:17]1[CH:23]=[CH:22][C:20]([NH:21][C:2]2[CH:7]=[CH:6][CH:5]=[CH:4][C:3]=2[N+:8]([O-:10])=[O:9])=[CH:19][CH:18]=1. (2) Given the reactants [C:1]([O:5][C:6](=[O:19])[NH:7][CH2:8][CH2:9][CH2:10][CH2:11][C:12]1[CH:17]=[CH:16][C:15]([OH:18])=[CH:14][CH:13]=1)([CH3:4])([CH3:3])[CH3:2].C([O-])([O-])=O.[Cs+].[Cs+].I[CH2:27][C:28]#[N:29], predict the reaction product. The product is: [C:1]([O:5][C:6](=[O:19])[NH:7][CH2:8][CH2:9][CH2:10][CH2:11][C:12]1[CH:13]=[CH:14][C:15]([O:18][CH2:27][C:28]#[N:29])=[CH:16][CH:17]=1)([CH3:4])([CH3:2])[CH3:3]. (3) Given the reactants [Br:1][C:2]1[CH:3]=[CH:4][C:5]2[C:13]3[CH:9]([CH:10]([C:15]4[CH:20]=[CH:19][C:18]([O:21][C:22]([F:25])([F:24])[F:23])=[CH:17][CH:16]=4)[N:11]([CH3:14])[N:12]=3)[CH2:8][CH2:7][C:6]=2[CH:26]=1.C(C1C(=O)C(Cl)=C(Cl)C(=O)C=1C#N)#N, predict the reaction product. The product is: [Br:1][C:2]1[CH:3]=[CH:4][C:5]2[C:13]3[C:9](=[C:10]([C:15]4[CH:16]=[CH:17][C:18]([O:21][C:22]([F:23])([F:24])[F:25])=[CH:19][CH:20]=4)[N:11]([CH3:14])[N:12]=3)[CH:8]=[CH:7][C:6]=2[CH:26]=1. (4) Given the reactants Cl[C:2]1[CH:7]=[CH:6][C:5]([F:8])=[CH:4][C:3]=1[N+:9]([O-:11])=[O:10].[C:12]1(B(O)O)[CH:17]=[CH:16][CH:15]=[CH:14][CH:13]=1.C(=O)([O-])[O-].[Na+].[Na+].[OH-].[Na+], predict the reaction product. The product is: [F:8][C:5]1[CH:6]=[CH:7][C:2]([C:12]2[CH:17]=[CH:16][CH:15]=[CH:14][CH:13]=2)=[C:3]([N+:9]([O-:11])=[O:10])[CH:4]=1.